From a dataset of Catalyst prediction with 721,799 reactions and 888 catalyst types from USPTO. Predict which catalyst facilitates the given reaction. Reactant: [NH2:1][CH:2]1[CH2:7][CH2:6][CH2:5][CH:4]([C:8]([OH:10])=[O:9])[CH2:3]1.[OH-].[Na+].[C:13](O[C:13]([O:15][C:16]([CH3:19])([CH3:18])[CH3:17])=[O:14])([O:15][C:16]([CH3:19])([CH3:18])[CH3:17])=[O:14]. The catalyst class is: 38. Product: [C:16]([O:15][C:13]([NH:1][CH:2]1[CH2:7][CH2:6][CH2:5][CH:4]([C:8]([OH:10])=[O:9])[CH2:3]1)=[O:14])([CH3:19])([CH3:18])[CH3:17].